Predict the reactants needed to synthesize the given product. From a dataset of Full USPTO retrosynthesis dataset with 1.9M reactions from patents (1976-2016). (1) Given the product [F:1][C:2]1[CH:3]=[C:4]2[C:8](=[CH:9][CH:10]=1)[N:7]([C:13]([O:15][C:16]([CH3:19])([CH3:18])[CH3:17])=[O:14])[CH:6]=[C:5]2[CH:11]=[O:12], predict the reactants needed to synthesize it. The reactants are: [F:1][C:2]1[CH:3]=[C:4]2[C:8](=[CH:9][CH:10]=1)[NH:7][CH:6]=[C:5]2[CH:11]=[O:12].[C:13](O[C:13]([O:15][C:16]([CH3:19])([CH3:18])[CH3:17])=[O:14])([O:15][C:16]([CH3:19])([CH3:18])[CH3:17])=[O:14].C([O-])([O-])=O.[Na+].[Na+]. (2) Given the product [OH:1][CH:2]1[CH2:7][CH2:6][N:5]([C:8]([N:10]2[CH2:15][CH:14]([C:16]3[CH:21]=[CH:20][C:19]([CH3:22])=[C:18]([C:23]([F:24])([F:26])[F:25])[CH:17]=3)[CH2:13][CH:12]([C:27]3[O:29][N:38]=[C:32]([CH2:33][S:34]([CH3:37])(=[O:36])=[O:35])[N:31]=3)[CH2:11]2)=[O:9])[CH2:4][CH2:3]1, predict the reactants needed to synthesize it. The reactants are: [OH:1][CH:2]1[CH2:7][CH2:6][N:5]([C:8]([N:10]2[CH2:15][CH:14]([C:16]3[CH:21]=[CH:20][C:19]([CH3:22])=[C:18]([C:23]([F:26])([F:25])[F:24])[CH:17]=3)[CH2:13][CH:12]([C:27]([OH:29])=O)[CH2:11]2)=[O:9])[CH2:4][CH2:3]1.O[N:31]=[C:32]([NH2:38])[CH2:33][S:34]([CH3:37])(=[O:36])=[O:35].